This data is from HIV replication inhibition screening data with 41,000+ compounds from the AIDS Antiviral Screen. The task is: Binary Classification. Given a drug SMILES string, predict its activity (active/inactive) in a high-throughput screening assay against a specified biological target. (1) The compound is CCCC(C)SP(=S)(SC(C)CCC)SC(C)CCC. The result is 0 (inactive). (2) The compound is COc1ccc(P2(=S)OCCOP(=S)(c3ccc(OC)cc3)S2)cc1. The result is 0 (inactive). (3) The result is 0 (inactive). The drug is Cc1cccc(C)c1NC(=S)NC=C1C(=O)NC(=O)NC1=O. (4) The drug is C1CSCCCSCCCSCCCSCCCSC1. The result is 0 (inactive). (5) The compound is Cc1ccc(N(CC(=O)O)S(=O)(=O)c2ccccc2)cc1. The result is 0 (inactive). (6) The compound is CCOP(N)(=O)c1ccccc1. The result is 0 (inactive).